This data is from Reaction yield outcomes from USPTO patents with 853,638 reactions. The task is: Predict the reaction yield, written as a fraction of the theoretical maximum amount of product (1.0 means a 100% yield; for example, 0.34 means a 34% yield). (1) The reactants are [CH3:1][NH:2][S:3]([C:6]1[CH:11]=[CH:10][C:9](B(O)O)=[CH:8][CH:7]=1)(=[O:5])=[O:4].[C:15]([O:19][C:20](=[O:29])[NH:21][C:22]1[CH:27]=[CH:26][CH:25]=[C:24](Br)[N:23]=1)([CH3:18])([CH3:17])[CH3:16].C([O-])([O-])=O.[K+].[K+]. The catalyst is CN(C=O)C.O.C1C=CC([P]([Pd]([P](C2C=CC=CC=2)(C2C=CC=CC=2)C2C=CC=CC=2)([P](C2C=CC=CC=2)(C2C=CC=CC=2)C2C=CC=CC=2)[P](C2C=CC=CC=2)(C2C=CC=CC=2)C2C=CC=CC=2)(C2C=CC=CC=2)C2C=CC=CC=2)=CC=1. The product is [CH3:1][NH:2][S:3]([C:6]1[CH:11]=[CH:10][C:9]([C:24]2[N:23]=[C:22]([NH:21][C:20](=[O:29])[O:19][C:15]([CH3:17])([CH3:16])[CH3:18])[CH:27]=[CH:26][CH:25]=2)=[CH:8][CH:7]=1)(=[O:5])=[O:4]. The yield is 0.580. (2) The reactants are [C:1]1([C:7]2([C:10]([OH:12])=[O:11])[CH2:9][CH2:8]2)[CH:6]=[CH:5][CH:4]=[CH:3][CH:2]=1.[CH3:13]C1C=CC(S(O)(=O)=O)=CC=1.CCOC(C)=O. The catalyst is CO. The product is [C:1]1([C:7]2([C:10]([O:12][CH3:13])=[O:11])[CH2:9][CH2:8]2)[CH:6]=[CH:5][CH:4]=[CH:3][CH:2]=1. The yield is 0.960.